From a dataset of Forward reaction prediction with 1.9M reactions from USPTO patents (1976-2016). Predict the product of the given reaction. (1) Given the reactants [C:1]([Cl:9])(=[O:8])[CH2:2][CH2:3][CH2:4][CH2:5][CH2:6][CH3:7].[CH3:10][S:11]([CH2:14][CH2:15][O:16][CH2:17][CH2:18][NH:19][C:20]1[C:29]2[C:24](=[CH:25][CH:26]=[CH:27][CH:28]=2)[N:23]=[CH:22][C:21]=1[NH2:30])(=[O:13])=[O:12], predict the reaction product. The product is: [ClH:9].[CH3:10][S:11]([CH2:14][CH2:15][O:16][CH2:17][CH2:18][NH:19][C:20]1[C:29]2[C:24](=[CH:25][CH:26]=[CH:27][CH:28]=2)[N:23]=[CH:22][C:21]=1[NH:30][C:1](=[O:8])[CH2:2][CH2:3][CH2:4][CH2:5][CH2:6][CH3:7])(=[O:13])=[O:12]. (2) Given the reactants [Cl-:1].[Cr+3:2].N1C2C=CC=CC=2N=C1CNCC1NC2C=CC=CC=2N=1.[Cl-].[Cl-].[NH:26]1[C:30]2[CH:31]=[CH:32][CH:33]=[CH:34][C:29]=2[N:28]=[C:27]1[CH2:35][N:36]([CH2:40][C:41]1[NH:45][C:44]2[CH:46]=[CH:47][CH:48]=[CH:49][C:43]=2[N:42]=1)[CH:37]([CH3:39])[CH3:38].[K+].[Br-], predict the reaction product. The product is: [Cl-:1].[Cr+3:2].[NH:26]1[C:30]2[CH:31]=[CH:32][CH:33]=[CH:34][C:29]=2[N:28]=[C:27]1[CH2:35][N:36]([CH2:40][C:41]1[NH:42][C:43]2[CH:49]=[CH:48][CH:47]=[CH:46][C:44]=2[N:45]=1)[CH:37]([CH3:39])[CH3:38].[Cl-:1].[Cl-:1]. (3) Given the reactants [Li]CCCC.Br[C:7]1[CH:12]=[CH:11][C:10]([O:13][CH:14]2[CH2:16][CH2:15]2)=[CH:9][CH:8]=1.[B:17](OCC)([O:21]CC)[O:18]CC.Cl, predict the reaction product. The product is: [CH:14]1([O:13][C:10]2[CH:11]=[CH:12][C:7]([B:17]([OH:21])[OH:18])=[CH:8][CH:9]=2)[CH2:16][CH2:15]1. (4) Given the reactants [CH2:1]([O:3][C:4]([C:6]1[N:7]([CH2:23][C:24]([F:27])([F:26])[F:25])[C:8]2[C:13]([CH:14]=1)=[CH:12][C:11]([O:15]CC1C=CC=CC=1)=[CH:10][CH:9]=2)=[O:5])[CH3:2], predict the reaction product. The product is: [CH2:1]([O:3][C:4]([C:6]1[N:7]([CH2:23][C:24]([F:27])([F:25])[F:26])[C:8]2[C:13]([CH:14]=1)=[CH:12][C:11]([OH:15])=[CH:10][CH:9]=2)=[O:5])[CH3:2]. (5) Given the reactants Cl.[NH2:2][CH2:3][C:4]1[CH:12]=[CH:11][CH:10]=[C:9]2[C:5]=1[C:6](=[O:22])[N:7]([CH:14]1[CH2:19][CH2:18][C:17](=[O:20])[NH:16][C:15]1=[O:21])[C:8]2=[O:13].N12CCCN=C1CCCCC2.ON1C2C=CC=CC=2N=N1.[S:44]1[C:48]2[CH:49]=[CH:50][C:51]([C:53](O)=[O:54])=[CH:52][C:47]=2[CH:46]=[CH:45]1.Cl.CN(C)CCCN=C=NCC, predict the reaction product. The product is: [O:21]=[C:15]1[CH:14]([N:7]2[C:6](=[O:22])[C:5]3[C:9](=[CH:10][CH:11]=[CH:12][C:4]=3[CH2:3][NH:2][C:53]([C:51]3[CH:50]=[CH:49][C:48]4[S:44][CH:45]=[CH:46][C:47]=4[CH:52]=3)=[O:54])[C:8]2=[O:13])[CH2:19][CH2:18][C:17](=[O:20])[NH:16]1. (6) Given the reactants [CH:1]1[CH2:8][CH2:7][CH:6]=[CH:5][CH2:4][CH2:3][CH:2]=1.[N+](=[C:11]([C:17]([O:19][CH2:20][CH3:21])=[O:18])[C:12]([O:14][CH2:15][CH3:16])=[O:13])=[N-], predict the reaction product. The product is: [C@H:1]12[C:11]([C:12]([O:14][CH2:15][CH3:16])=[O:13])([C:17]([O:19][CH2:20][CH3:21])=[O:18])[C@H:8]1[CH2:7][CH2:6][CH:5]=[CH:4][CH2:3][CH2:2]2.